Dataset: Catalyst prediction with 721,799 reactions and 888 catalyst types from USPTO. Task: Predict which catalyst facilitates the given reaction. (1) Reactant: [C:1]1(C)[CH:6]=[CH:5][CH:4]=[CH:3][CH:2]=1.C(=O)([O-])[O-].[Na+].[Na+].[CH3:14][O:15][C:16]1[CH:23]=[C:22](Br)[CH:21]=[CH:20][C:17]=1[CH:18]=[O:19].C1(B(O)O)C=CC=CC=1. Product: [CH3:14][O:15][C:16]1[CH:23]=[C:22]([C:1]2[CH:6]=[CH:5][CH:4]=[CH:3][CH:2]=2)[CH:21]=[CH:20][C:17]=1[CH:18]=[O:19]. The catalyst class is: 6. (2) Reactant: C([N:4]([CH2:8][CH3:9])[CH:5](C)C)(C)C.CN(C(ON1N=N[C:20]2[CH:21]=[CH:22][CH:23]=N[C:19]1=2)=[N+](C)C)C.F[P-](F)(F)(F)(F)F.[C:34]([O:38][C:39]([NH:41][C@@H:42]1[CH2:47][CH2:46][C@H:45]([N:48]2[C:53](=[O:54])[C:52]3[CH:55]=[C:56]([F:59])[CH:57]=[N:58][C:51]=3[N:50]([C:60]3[CH:61]=[C:62]([CH:66]=[CH:67][CH:68]=3)[C:63]([OH:65])=O)[C:49]2=[O:69])[CH2:44][CH2:43]1)=[O:40])([CH3:37])([CH3:36])[CH3:35].C(CN)C1C=CC=CC=1. Product: [CH2:8]([N:4]([CH3:5])[C:63]([C:62]1[CH:61]=[C:60]([N:50]2[C:51]3[N:58]=[CH:57][C:56]([F:59])=[CH:55][C:52]=3[C:53](=[O:54])[N:48]([C@@H:45]3[CH2:46][CH2:47][C@H:42]([NH:41][C:39](=[O:40])[O:38][C:34]([CH3:35])([CH3:36])[CH3:37])[CH2:43][CH2:44]3)[C:49]2=[O:69])[CH:68]=[CH:67][CH:66]=1)=[O:65])[C:9]1[CH:23]=[CH:22][CH:21]=[CH:20][CH:19]=1. The catalyst class is: 3. (3) Reactant: C(O[C:6](=O)[N:7]([C@H:9]([C:11](=[O:43])[NH:12][C@@H:13]([C:37]1[CH:42]=[CH:41][CH:40]=[CH:39][CH:38]=1)[C:14]([N:16]1[C:24]2[C:19](=[CH:20][CH:21]=[CH:22][CH:23]=2)[CH2:18][C@H:17]1[C:25](=[O:36])[NH:26][CH2:27][C:28]1[CH:33]=[C:32]([F:34])[CH:31]=[CH:30][C:29]=1[CH3:35])=[O:15])[CH3:10])C)(C)(C)C.Cl.C(Cl)[Cl:47]. Product: [ClH:47].[F:34][C:32]1[CH:31]=[CH:30][C:29]([CH3:35])=[C:28]([CH:33]=1)[CH2:27][NH:26][C:25]([C@@H:17]1[CH2:18][C:19]2[C:24](=[CH:23][CH:22]=[CH:21][CH:20]=2)[N:16]1[C:14](=[O:15])[C@@H:13]([NH:12][C:11](=[O:43])[C@@H:9]([NH:7][CH3:6])[CH3:10])[C:37]1[CH:38]=[CH:39][CH:40]=[CH:41][CH:42]=1)=[O:36]. The catalyst class is: 12. (4) Reactant: [H-].[Na+].[NH:3]1[C:11]2[C:6](=[CH:7][CH:8]=[CH:9][CH:10]=2)[CH:5]=[CH:4]1.Cl[S:13]([C:16]1[CH:17]=[CH:18][C:19]2[O:28][C:27]3[CH2:26][CH2:25][N:24]([C:29]([O:31][C:32]([CH3:35])([CH3:34])[CH3:33])=[O:30])[CH2:23][C:22]=3[C:20]=2[CH:21]=1)(=[O:15])=[O:14]. Product: [N:3]1([S:13]([C:16]2[CH:17]=[CH:18][C:19]3[O:28][C:27]4[CH2:26][CH2:25][N:24]([C:29]([O:31][C:32]([CH3:35])([CH3:34])[CH3:33])=[O:30])[CH2:23][C:22]=4[C:20]=3[CH:21]=2)(=[O:15])=[O:14])[C:11]2[C:6](=[CH:7][CH:8]=[CH:9][CH:10]=2)[CH:5]=[CH:4]1. The catalyst class is: 1. (5) The catalyst class is: 3. Reactant: [H-].[Na+].[NH2:3][C:4]1[N:9]=[CH:8][C:7]([CH2:10][CH:11]([C:17]2[N:18]=[CH:19][NH:20][CH:21]=2)[C:12]([O:14][CH2:15][CH3:16])=[O:13])=[CH:6][CH:5]=1.Br[CH2:23][C:24]1[CH:29]=[CH:28][C:27]([N:30]2[CH:34]=[N:33][CH:32]=[N:31]2)=[CH:26][CH:25]=1.O. Product: [NH2:3][C:4]1[N:9]=[CH:8][C:7]([CH2:10][CH:11]([C:17]2[N:18]=[CH:19][N:20]([CH2:23][C:24]3[CH:25]=[CH:26][C:27]([N:30]4[CH:34]=[N:33][CH:32]=[N:31]4)=[CH:28][CH:29]=3)[CH:21]=2)[C:12]([O:14][CH2:15][CH3:16])=[O:13])=[CH:6][CH:5]=1.